Task: Regression/Classification. Given a drug SMILES string, predict its toxicity properties. Task type varies by dataset: regression for continuous values (e.g., LD50, hERG inhibition percentage) or binary classification for toxic/non-toxic outcomes (e.g., AMES mutagenicity, cardiotoxicity, hepatotoxicity). Dataset: ld50_zhu.. Dataset: Acute oral toxicity (LD50) regression data from Zhu et al. (1) The drug is CC1OP(=S)(Cl)OC2CCCCC12. The rat oral LD50 is 3.30, given as -log10 of the dose in mol/kg body weight (higher means more acutely toxic). (2) The drug is CC(=O)Nc1cc(NS(=O)(=O)C(F)(F)F)c(C)cc1C. The rat oral LD50 is 1.89, given as -log10 of the dose in mol/kg body weight (higher means more acutely toxic). (3) The molecule is CCC1Cc2cc(CC(=O)O)ccc2O1. The rat oral LD50 is 2.20, given as -log10 of the dose in mol/kg body weight (higher means more acutely toxic). (4) The compound is COC(=O)C1=CCC23CCC(C(C)(C=CC=C(C)C(=O)O)OC2=O)C3(OC(C)=O)CC1. The rat oral LD50 is 3.52, given as -log10 of the dose in mol/kg body weight (higher means more acutely toxic). (5) The drug is CC(C)CCC(=O)O. The rat oral LD50 is 1.75, given as -log10 of the dose in mol/kg body weight (higher means more acutely toxic). (6) The drug is O=C1OC2CCCC1O2. The rat oral LD50 is 1.35, given as -log10 of the dose in mol/kg body weight (higher means more acutely toxic). (7) The drug is N#CCC(=O)O. The rat oral LD50 is 1.75, given as -log10 of the dose in mol/kg body weight (higher means more acutely toxic). (8) The molecule is CN1CCN(CCCN2c3ccccc3Sc3ccc(Cl)cc32)CC1. The rat oral LD50 is 2.32, given as -log10 of the dose in mol/kg body weight (higher means more acutely toxic).